From a dataset of Forward reaction prediction with 1.9M reactions from USPTO patents (1976-2016). Predict the product of the given reaction. (1) Given the reactants [N+:1]([C:4]1[CH:5]=[CH:6][CH:7]=[C:8]2[C:13]=1[N:12]=[C:11](Cl)[N:10]=[C:9]2Cl)([O-:3])=[O:2].[NH2:16][C:17]1[CH:24]=[CH:23][C:20]([CH2:21][NH2:22])=[CH:19][CH:18]=1.[Cl:25][C:26]1[CH:34]=[CH:33][C:29]([C:30](Cl)=[O:31])=[CH:28][N:27]=1.[CH3:35][NH2:36], predict the reaction product. The product is: [Cl:25][C:26]1[CH:34]=[CH:33][C:29]([C:30]([NH:16][C:17]2[CH:24]=[CH:23][C:20]([CH2:21][NH:22][C:9]3[C:8]4[C:13](=[C:4]([N+:1]([O-:3])=[O:2])[CH:5]=[CH:6][CH:7]=4)[N:12]=[C:11]([NH:36][CH3:35])[N:10]=3)=[CH:19][CH:18]=2)=[O:31])=[CH:28][N:27]=1. (2) Given the reactants [CH3:1][CH2:2][C@@H:3]1[C@@H:8]2[N:9]3[CH2:11][CH2:12][C:13]4[C:17]5[CH:18]=[C:19]([O:22]C)[CH:20]=[CH:21][C:16]=5[NH:15][C:14]=4[C@@H:7]2[CH2:6][C@@H:5]([CH2:10]3)[CH2:4]1.B(Br)(Br)Br.C(Cl)Cl, predict the reaction product. The product is: [CH3:1][CH2:2][C@H:3]1[CH:8]2[N:9]3[CH2:11][CH2:12][C:13]4[C:17]5[CH:18]=[C:19]([OH:22])[CH:20]=[CH:21][C:16]=5[NH:15][C:14]=4[C@H:7]2[CH2:6][CH:5]([CH2:10]3)[CH2:4]1.